From a dataset of Catalyst prediction with 721,799 reactions and 888 catalyst types from USPTO. Predict which catalyst facilitates the given reaction. (1) The catalyst class is: 59. Product: [Cl:1][C:2]1[CH:7]=[CH:6][CH:5]=[C:4]([Cl:8])[C:3]=1[C:9]1[S:10][CH:11]=[C:12](/[CH:14]=[CH:15]/[C:16]([Cl:22])=[O:18])[N:13]=1. Reactant: [Cl:1][C:2]1[CH:7]=[CH:6][CH:5]=[C:4]([Cl:8])[C:3]=1[C:9]1[S:10][CH:11]=[C:12](/[CH:14]=[CH:15]/[C:16]([OH:18])=O)[N:13]=1.C(Cl)(=O)C([Cl:22])=O. (2) Reactant: [Cl:1][C:2]1[CH:7]=[CH:6][C:5]([Cl:8])=[CH:4][C:3]=1[CH2:9][S:10]([C:13]1[CH:14]=[C:15]2[C:19](=[CH:20][CH:21]=1)[NH:18][C:17](=[O:22])/[C:16]/2=[CH:23]\[C:24]1[NH:28][C:27]([CH3:29])=[C:26]([C:30]([OH:32])=O)[C:25]=1[CH3:33])(=[O:12])=[O:11].[CH3:34][C@@H:35]1[CH2:40][NH:39][CH2:38][C@H:37]([CH3:41])[NH:36]1.C1C=CC2N(O)N=NC=2C=1.CCN=C=NCCCN(C)C.Cl. Product: [Cl:1][C:2]1[CH:7]=[CH:6][C:5]([Cl:8])=[CH:4][C:3]=1[CH2:9][S:10]([C:13]1[CH:14]=[C:15]2[C:19](=[CH:20][CH:21]=1)[NH:18][C:17](=[O:22])/[C:16]/2=[CH:23]\[C:24]1[NH:28][C:27]([CH3:29])=[C:26]([C:30]([N:39]2[CH2:38][C@H:37]([CH3:41])[NH:36][C@H:35]([CH3:34])[CH2:40]2)=[O:32])[C:25]=1[CH3:33])(=[O:11])=[O:12]. The catalyst class is: 3. (3) Reactant: [NH2:1][C:2](=[O:51])[CH2:3][CH2:4][CH2:5][N:6]1[CH:10]=[CH:9][N:8]=[C:7]1[CH2:11][S:12][C:13]1[CH:18]=[CH:17][C:16]([NH:19][C:20]([C:22]2[CH2:23][CH2:24][N:25]([CH2:47][CH:48]([CH3:50])[CH3:49])[C:26]3[CH:32]=[CH:31][C:30]([C:33]4[CH:38]=[CH:37][C:36]([O:39][CH2:40][CH2:41][O:42][CH2:43][CH2:44][CH2:45][CH3:46])=[CH:35][CH:34]=4)=[CH:29][C:27]=3[CH:28]=2)=[O:21])=[CH:15][CH:14]=1.ClC1C=CC=C(C(OO)=[O:60])C=1.S([O-])([O-])(=O)=S.[Na+].[Na+]. Product: [NH2:1][C:2](=[O:51])[CH2:3][CH2:4][CH2:5][N:6]1[CH:10]=[CH:9][N:8]=[C:7]1[CH2:11][S:12]([C:13]1[CH:18]=[CH:17][C:16]([NH:19][C:20]([C:22]2[CH2:23][CH2:24][N:25]([CH2:47][CH:48]([CH3:50])[CH3:49])[C:26]3[CH:32]=[CH:31][C:30]([C:33]4[CH:38]=[CH:37][C:36]([O:39][CH2:40][CH2:41][O:42][CH2:43][CH2:44][CH2:45][CH3:46])=[CH:35][CH:34]=4)=[CH:29][C:27]=3[CH:28]=2)=[O:21])=[CH:15][CH:14]=1)=[O:60]. The catalyst class is: 4. (4) Reactant: C[O:2][CH2:3][CH2:4]OC.Cl.[F:8][C:9]1[CH:14]=[CH:13][C:12]([C@@H:15]([NH:17][C:18]2[N:23]=[C:22]([NH:24][C:25]3[CH:30]=[N:29][CH:28]=[CH:27][N:26]=3)[CH:21]=[C:20]([C:31]3C=C[N:34]=[C:33](F)[CH:32]=3)[N:19]=2)[CH3:16])=[CH:11][CH:10]=1.C(=O)(O)[O-].[Na+]. Product: [F:8][C:9]1[CH:10]=[CH:11][C:12]([C@@H:15]([NH:17][C:18]2[N:19]=[C:20]([C:31]3[CH:32]=[CH:33][N:34]=[C:3]([OH:2])[CH:4]=3)[CH:21]=[C:22]([NH:24][C:25]3[CH:30]=[N:29][CH:28]=[CH:27][N:26]=3)[N:23]=2)[CH3:16])=[CH:13][CH:14]=1. The catalyst class is: 13.